This data is from Forward reaction prediction with 1.9M reactions from USPTO patents (1976-2016). The task is: Predict the product of the given reaction. (1) Given the reactants C[O:2][C:3]1[CH:4]=[C:5]2[C:9](=[CH:10][CH:11]=1)[CH2:8][CH:7]([C:12]([O:14]C)=[O:13])[CH2:6]2.Br, predict the reaction product. The product is: [OH:2][C:3]1[CH:4]=[C:5]2[C:9](=[CH:10][CH:11]=1)[CH2:8][CH:7]([C:12]([OH:14])=[O:13])[CH2:6]2. (2) Given the reactants [CH3:1][O:2][C:3]1[CH:8]=[CH:7][C:6]([F:9])=[CH:5][C:4]=1B(O)O.Br[C:14]1[CH:19]=[CH:18][CH:17]=[CH:16][C:15]=1[Cl:20], predict the reaction product. The product is: [F:9][C:6]1[CH:7]=[CH:8][C:3]([O:2][CH3:1])=[C:4]([C:14]2[CH:19]=[CH:18][CH:17]=[CH:16][C:15]=2[Cl:20])[CH:5]=1. (3) Given the reactants [NH2:1][C:2]1[S:3][C:4]([NH2:13])=[C:5]([C:10]([O-:12])=[O:11])[C:6]=1[C:7]([O-:9])=[O:8].[S:14]1[CH:18]=[CH:17][CH:16]=[C:15]1[CH:19]=O.[C:21](O)([C:23](F)(F)F)=O.[S:28]1[CH:32]=[CH:31][CH:30]=[C:29]1[C:33]1[S:37][C:36]([CH:38]=O)=[CH:35][CH:34]=1.[CH2:40](O)[CH3:41], predict the reaction product. The product is: [S:28]1[CH:32]=[CH:31][CH:30]=[C:29]1[C:33]1[S:37][C:36]([CH:38]=[N:1][C:2]2[S:3][C:4]([N:13]=[CH:19][C:15]3[S:14][CH:18]=[CH:17][CH:16]=3)=[C:5]([C:10]([O:12][CH2:21][CH3:23])=[O:11])[C:6]=2[C:7]([O:9][CH2:40][CH3:41])=[O:8])=[CH:35][CH:34]=1. (4) Given the reactants [Cl:1][C:2]1[C:3]([C:9]2[C:10]([C:19]3[CH:24]=[CH:23][C:22]([Cl:25])=[C:21]([O:26][CH2:27][CH2:28][CH2:29][N:30]([CH3:32])[CH3:31])[CH:20]=3)=[N:11][C:12]([C:15](OC)=[O:16])=[CH:13][CH:14]=2)=[N:4][CH:5]=[C:6]([Cl:8])[CH:7]=1.[NH2:33][C:34]1([C:40]([OH:42])=[O:41])[CH2:39][CH2:38][CH2:37][CH2:36][CH2:35]1, predict the reaction product. The product is: [ClH:1].[Cl:1][C:2]1[C:3]([C:9]2[C:10]([C:19]3[CH:24]=[CH:23][C:22]([Cl:25])=[C:21]([O:26][CH2:27][CH2:28][CH2:29][N:30]([CH3:31])[CH3:32])[CH:20]=3)=[N:11][C:12]([C:15]([NH:33][C:34]3([C:40]([OH:42])=[O:41])[CH2:39][CH2:38][CH2:37][CH2:36][CH2:35]3)=[O:16])=[CH:13][CH:14]=2)=[N:4][CH:5]=[C:6]([Cl:8])[CH:7]=1. (5) Given the reactants [CH:1]([O:4][C:5](=[O:34])[CH2:6][CH2:7][CH2:8][CH2:9][CH2:10][O:11][C:12]1[C:13]([NH2:33])=[CH:14][C:15]2[N:19]=[C:18]([C:20]3[CH:25]=[CH:24][CH:23]=[CH:22][CH:21]=3)[N:17]([C:26]3[CH:31]=[CH:30][CH:29]=[CH:28][CH:27]=3)[C:16]=2[CH:32]=1)([CH3:3])[CH3:2].[CH2:35]([S:38](Cl)(=[O:40])=[O:39])[CH2:36][CH3:37], predict the reaction product. The product is: [CH:1]([O:4][C:5](=[O:34])[CH2:6][CH2:7][CH2:8][CH2:9][CH2:10][O:11][C:12]1[C:13]([NH:33][S:38]([CH2:35][CH2:36][CH3:37])(=[O:40])=[O:39])=[CH:14][C:15]2[N:19]=[C:18]([C:20]3[CH:21]=[CH:22][CH:23]=[CH:24][CH:25]=3)[N:17]([C:26]3[CH:27]=[CH:28][CH:29]=[CH:30][CH:31]=3)[C:16]=2[CH:32]=1)([CH3:3])[CH3:2]. (6) Given the reactants Cl.[F:2][C:3]1[CH:4]=[C:5]2[C:10](=[CH:11][CH:12]=1)[N:9]=[CH:8][CH:7]=[C:6]2[N:13]1[CH2:18][CH2:17][NH:16][CH2:15][CH2:14]1.CCN(C(C)C)C(C)C.[N:28]([C:31]1[CH:36]=[CH:35][C:34]([C:37]2[CH:42]=[CH:41][CH:40]=[CH:39][CH:38]=2)=[CH:33][CH:32]=1)=[C:29]=[O:30], predict the reaction product. The product is: [C:34]1([C:37]2[CH:38]=[CH:39][CH:40]=[CH:41][CH:42]=2)[CH:33]=[CH:32][C:31]([NH:28][C:29]([N:16]2[CH2:15][CH2:14][N:13]([C:6]3[C:5]4[C:10](=[CH:11][CH:12]=[C:3]([F:2])[CH:4]=4)[N:9]=[CH:8][CH:7]=3)[CH2:18][CH2:17]2)=[O:30])=[CH:36][CH:35]=1. (7) Given the reactants [CH:1]([C:4]1[N:5]=[C:6]([CH2:9][CH2:10][C:11]2[CH:25]=[CH:24][N:14]3[C:15](=[O:23])[C:16]([C:19]([O:21][CH3:22])=O)=[CH:17][N:18]=[C:13]3[CH:12]=2)[S:7][CH:8]=1)([CH3:3])[CH3:2].[NH2:26][NH2:27].C[OH:29], predict the reaction product. The product is: [CH:1]([C:4]1[N:5]=[C:6]([CH2:9][CH2:10][C:11]2[CH:25]=[CH:24][N:14]3[C:15](=[O:23])[C:16]([C:19]4[O:21][C:22](=[O:29])[NH:27][N:26]=4)=[CH:17][N:18]=[C:13]3[CH:12]=2)[S:7][CH:8]=1)([CH3:2])[CH3:3]. (8) Given the reactants [Cl:1][C:2]1[N:7]=[C:6]([NH2:8])[C:5]([N+:9]([O-])=O)=[CH:4][CH:3]=1.[Sn](Cl)Cl.[BH4-].[Na+], predict the reaction product. The product is: [Cl:1][C:2]1[N:7]=[C:6]([NH2:8])[C:5]([NH2:9])=[CH:4][CH:3]=1. (9) Given the reactants C=C1[CH:7]2[CH:5]3[CH:6]2CC1[CH:4]3[C:9]1[NH:17][C:16]2[C:15](=[O:18])[N:14]([CH2:19][CH2:20][CH3:21])[C:13](=[O:22])[N:12]([CH2:23][CH2:24][CH3:25])[C:11]=2[N:10]=1.C[N+]1([O-])CC[O:30][CH2:29]C1.[CH3:34][C:35]([CH3:37])=[O:36].O, predict the reaction product. The product is: [OH:36][C:35]1([CH2:29][OH:30])[CH:37]2[CH:5]3[CH:6]2[CH2:7][CH:34]1[CH:4]3[C:9]1[NH:17][C:16]2[C:15](=[O:18])[N:14]([CH2:19][CH2:20][CH3:21])[C:13](=[O:22])[N:12]([CH2:23][CH2:24][CH3:25])[C:11]=2[N:10]=1.